Dataset: Catalyst prediction with 721,799 reactions and 888 catalyst types from USPTO. Task: Predict which catalyst facilitates the given reaction. (1) Reactant: [Cl:1][C:2]1[CH:7]=[C:6]([F:8])[CH:5]=[CH:4][C:3]=1[N:9]([CH2:24][O:25][C:26]([O:28][C@@H:29]([CH3:33])[C:30]([OH:32])=[O:31])=[O:27])[S:10]([CH:13]1[CH2:18][CH2:17][CH2:16][CH:15]=[C:14]1[C:19]([O:21][CH2:22][CH3:23])=[O:20])(=[O:12])=[O:11].O.C(=O)([O-])[O-].[Na+:39].[Na+]. Product: [Cl:1][C:2]1[CH:7]=[C:6]([F:8])[CH:5]=[CH:4][C:3]=1[N:9]([CH2:24][O:25][C:26]([O:28][C@@H:29]([CH3:33])[C:30]([O-:32])=[O:31])=[O:27])[S:10]([CH:13]1[CH2:18][CH2:17][CH2:16][CH:15]=[C:14]1[C:19]([O:21][CH2:22][CH3:23])=[O:20])(=[O:11])=[O:12].[Na+:39]. The catalyst class is: 8. (2) Reactant: S(=O)(=O)(O)O.NCC#N.[C:10]([N:17]1[CH:21]=[CH:20][N:19]=C1)([N:12]1[CH:16]=[CH:15][N:14]=[CH:13]1)=[O:11].CN(C)C=O. Product: [C:20]([CH2:21][NH:17][C:10]([N:12]1[CH:16]=[CH:15][N:14]=[CH:13]1)=[O:11])#[N:19]. The catalyst class is: 10. (3) Reactant: [Cl:1][C:2]1[CH:3]=[C:4]2[C:9](=[CH:10][C:11]=1[C:12]([OH:14])=O)[N:8]=[CH:7][N:6]=[C:5]2[NH:15][CH:16]([C:18]1[NH:22][C:21]2[CH:23]=[CH:24][C:25]([Cl:27])=[CH:26][C:20]=2[N:19]=1)[CH3:17].FC1C(OC(N(C)C)=[N+](C)C)=C(F)C(F)=C(F)C=1F.F[P-](F)(F)(F)(F)F.C(N(C(C)C)CC)(C)C.C(OC([N:70]1[CH2:76][CH2:75][CH2:74][NH:73][CH2:72][CH2:71]1)=O)(C)(C)C.FC(F)(F)C(O)=O. Product: [Cl:1][C:2]1[CH:3]=[C:4]2[C:9](=[CH:10][C:11]=1[C:12]([N:70]1[CH2:76][CH2:75][CH2:74][NH:73][CH2:72][CH2:71]1)=[O:14])[N:8]=[CH:7][N:6]=[C:5]2[NH:15][CH:16]([C:18]1[NH:22][C:21]2[CH:23]=[CH:24][C:25]([Cl:27])=[CH:26][C:20]=2[N:19]=1)[CH3:17]. The catalyst class is: 16. (4) The catalyst class is: 14. Reactant: [C:1]1([CH:7]([CH3:10])C=O)[CH:6]=[CH:5][CH:4]=[CH:3][CH:2]=1.Cl.N[OH:13].[N:14]1[CH:19]=CC=CC=1. Product: [C:1]1([CH2:7][CH2:10][CH:19]=[N:14][OH:13])[CH:2]=[CH:3][CH:4]=[CH:5][CH:6]=1. (5) Reactant: [F:1][C:2]1[CH:7]=[CH:6][C:5]([N:8]=[C:9]=[O:10])=[CH:4][CH:3]=1.[NH2:11][C@H:12]1[CH2:17][CH2:16][CH2:15][N:14]([C:18]([O:20][C:21]([CH3:24])([CH3:23])[CH3:22])=[O:19])[CH2:13]1. Product: [C:21]([O:20][C:18]([N:14]1[CH2:15][CH2:16][CH2:17][C@H:12]([NH:11][C:9]([NH:8][C:5]2[CH:6]=[CH:7][C:2]([F:1])=[CH:3][CH:4]=2)=[O:10])[CH2:13]1)=[O:19])([CH3:24])([CH3:22])[CH3:23]. The catalyst class is: 2. (6) Reactant: [CH3:1][N:2]([C:4]([N:6]=[C:7]([NH2:9])[NH2:8])=[NH:5])[CH3:3].[ClH:10].[CH3:11][CH:12]1OC(C)OC(C)O1. The catalyst class is: 619. Product: [ClH:10].[NH2:8][C:7]1[NH:6][C:4]([N:2]([CH3:3])[CH3:1])=[N:5][CH:11]([CH3:12])[N:9]=1. (7) Reactant: [CH3:1][N:2]1[C:6]2[CH:7]=[CH:8][C:9]([C:11]([O:13]CC)=[O:12])=[CH:10][C:5]=2[N:4]=[CH:3]1.[OH-].[Na+].Cl.C(O)(=O)CC(CC(O)=O)(C(O)=O)O. Product: [CH3:1][N:2]1[C:6]2[CH:7]=[CH:8][C:9]([C:11]([OH:13])=[O:12])=[CH:10][C:5]=2[N:4]=[CH:3]1. The catalyst class is: 41.